Dataset: Forward reaction prediction with 1.9M reactions from USPTO patents (1976-2016). Task: Predict the product of the given reaction. (1) Given the reactants [NH2:1][C:2]1[N:11]=[CH:10][C:9]2[C:8](SC)=[N:7][CH:6]=[N:5][C:4]=2[CH:3]=1.[Cl:14][C:15]1[CH:16]=[C:17]([CH:19]=[CH:20][C:21]=1[Cl:22])[NH2:18], predict the reaction product. The product is: [NH2:1][C:2]1[N:11]=[CH:10][C:9]2[C:8]([NH:18][C:17]3[CH:19]=[CH:20][C:21]([Cl:22])=[C:15]([Cl:14])[CH:16]=3)=[N:7][CH:6]=[N:5][C:4]=2[CH:3]=1. (2) Given the reactants [CH3:1][O:2][C:3]1[CH:4]=[C:5]([CH:13]=[C:14]([O:16][CH3:17])[CH:15]=1)[C:6]([N:8]([CH2:11][CH3:12])[CH2:9][CH3:10])=[O:7].[CH:18]([Li])(CC)C.IC.O, predict the reaction product. The product is: [CH3:18][C:13]1[C:14]([O:16][CH3:17])=[CH:15][C:3]([O:2][CH3:1])=[CH:4][C:5]=1[C:6]([N:8]([CH2:11][CH3:12])[CH2:9][CH3:10])=[O:7]. (3) Given the reactants C(OC([CH:6]1[CH2:22][CH2:21][CH2:20][CH2:19][CH2:18][CH2:17][CH:16]=[CH:15][CH2:14][CH2:13][CH2:12][CH2:11][CH2:10][CH2:9][CH2:8][C:7]1=[O:23])=O)C.[OH-].[Na+], predict the reaction product. The product is: [CH2:20]1[CH2:21][CH2:22][CH2:6][C:7](=[O:23])[CH2:8][CH2:9][CH2:10][CH2:11][CH2:12][CH2:13][CH2:14][CH:15]=[CH:16][CH2:17][CH2:18][CH2:19]1. (4) Given the reactants B(Br)(Br)Br.[CH:5]1([CH2:10][C:11]2[NH:12][C:13](=[O:29])[C:14]3[CH:19]=[N:18][N:17]([C:20]4[CH:25]=[CH:24][CH:23]=[CH:22][C:21]=4[O:26]CC)[C:15]=3[N:16]=2)[CH2:9][CH2:8][CH2:7][CH2:6]1, predict the reaction product. The product is: [CH:5]1([CH2:10][C:11]2[NH:12][C:13](=[O:29])[C:14]3[CH:19]=[N:18][N:17]([C:20]4[CH:25]=[CH:24][CH:23]=[CH:22][C:21]=4[OH:26])[C:15]=3[N:16]=2)[CH2:6][CH2:7][CH2:8][CH2:9]1. (5) Given the reactants [OH-].[Na+].[C:3](/[CH:7]=[CH:8]/[C:9]1[C:10](=[O:24])[NH:11][C:12](=[O:23])[N:13]([CH:22]=1)[C@@H:14]1[O:21][C@H:18]([CH2:19][OH:20])[C@@H:16]([OH:17])[CH2:15]1)([O:5]C)=[O:4].Cl, predict the reaction product. The product is: [C:3](/[CH:7]=[CH:8]/[C:9]1[C:10](=[O:24])[NH:11][C:12](=[O:23])[N:13]([CH:22]=1)[C@@H:14]1[O:21][C@H:18]([CH2:19][OH:20])[C@@H:16]([OH:17])[CH2:15]1)([OH:5])=[O:4]. (6) Given the reactants [CH3:1][O:2][C:3]1[CH:4]=[C:5]([N:12]2[CH2:17][CH2:16][CH:15]([N:18]3[CH2:23][CH2:22][N:21]([CH3:24])[CH2:20][CH2:19]3)[CH2:14][CH2:13]2)[CH:6]=[CH:7][C:8]=1[N+:9]([O-])=O.C(OCC)(=O)C, predict the reaction product. The product is: [CH3:1][O:2][C:3]1[CH:4]=[C:5]([N:12]2[CH2:17][CH2:16][CH:15]([N:18]3[CH2:23][CH2:22][N:21]([CH3:24])[CH2:20][CH2:19]3)[CH2:14][CH2:13]2)[CH:6]=[CH:7][C:8]=1[NH2:9]. (7) Given the reactants [F-].C([N+](CCCC)(CCCC)CCCC)CCC.[C:19]([O:23][C:24]([N:26]1[C:34]2[C:29](=[CH:30][C:31]([O:35][CH2:36][C:37]3[CH:42]=[CH:41][CH:40]=[CH:39][CH:38]=3)=[CH:32][CH:33]=2)[C:28]([C:43]2[N:44]([C:58]([O:60][C:61]([CH3:64])([CH3:63])[CH3:62])=[O:59])[C:45]3[C:50]([CH:51]=2)=[CH:49][C:48]([O:52][SiH2]C(C)(C)C)=[CH:47][CH:46]=3)=[N:27]1)=[O:25])([CH3:22])([CH3:21])[CH3:20], predict the reaction product. The product is: [C:19]([O:23][C:24]([N:26]1[C:34]2[C:29](=[CH:30][C:31]([O:35][CH2:36][C:37]3[CH:38]=[CH:39][CH:40]=[CH:41][CH:42]=3)=[CH:32][CH:33]=2)[C:28]([C:43]2[N:44]([C:58]([O:60][C:61]([CH3:64])([CH3:63])[CH3:62])=[O:59])[C:45]3[C:50]([CH:51]=2)=[CH:49][C:48]([OH:52])=[CH:47][CH:46]=3)=[N:27]1)=[O:25])([CH3:22])([CH3:21])[CH3:20]. (8) The product is: [OH:1][C:2]1[C:11]([CH:12]([OH:15])[CH2:13][CH3:14])=[C:10]2[C:5]([C:6]([CH2:17][CH2:18][CH3:19])=[CH:7][C:8](=[O:16])[O:9]2)=[C:4]2[O:20][C:21]([CH3:25])([CH3:24])[CH2:22][CH2:23][C:3]=12. Given the reactants [OH:1][C:2]1[C:11]([CH:12]([OH:15])[CH2:13][CH3:14])=[C:10]2[C:5]([C:6]([CH2:17][CH2:18][CH3:19])=[CH:7][C:8](=[O:16])[O:9]2)=[C:4]2[O:20][C:21]([CH3:25])([CH3:24])[CH:22]=[CH:23][C:3]=12.N.[H][H], predict the reaction product. (9) Given the reactants [N:1]1[CH:6]=[CH:5][CH:4]=[CH:3][C:2]=1[CH2:7][CH2:8]O.O=S(Cl)[Cl:12], predict the reaction product. The product is: [Cl:12][CH2:8][CH2:7][C:2]1[CH:3]=[CH:4][CH:5]=[CH:6][N:1]=1.